Dataset: Reaction yield outcomes from USPTO patents with 853,638 reactions. Task: Predict the reaction yield, written as a fraction of the theoretical maximum amount of product (1.0 means a 100% yield; for example, 0.34 means a 34% yield). The reactants are [F:1][C:2]1[C:7]([F:8])=[CH:6][CH:5]=[CH:4][C:3]=1[NH:9][C:10]1[CH:15]=[CH:14][N:13]=[CH:12][C:11]=1[NH:16][C:17]([C:19]1[C:20](F)=[N:21][CH:22]=[CH:23][CH:24]=1)=[O:18].[C:26]([NH2:30])([CH3:29])([CH3:28])[CH3:27]. The catalyst is CN1C(=O)CCC1.O. The product is [F:1][C:2]1[C:7]([F:8])=[CH:6][CH:5]=[CH:4][C:3]=1[NH:9][C:10]1[CH:15]=[CH:14][N:13]=[CH:12][C:11]=1[NH:16][C:17]([C:19]1[C:20]([NH:30][C:26]([CH3:29])([CH3:28])[CH3:27])=[N:21][CH:22]=[CH:23][CH:24]=1)=[O:18]. The yield is 0.890.